Predict the reactants needed to synthesize the given product. From a dataset of Full USPTO retrosynthesis dataset with 1.9M reactions from patents (1976-2016). (1) Given the product [N+:3]([C:6]1[CH:7]=[CH:8][N:9]([CH2:18][CH2:19][CH2:20][CH2:21][C:22](=[O:24])[CH3:23])[N:10]=1)([O-:5])=[O:4], predict the reactants needed to synthesize it. The reactants are: N#N.[N+:3]([C:6]1[NH:10][N:9]=[CH:8][CH:7]=1)([O-:5])=[O:4].C([O-])([O-])=O.[Cs+].[Cs+].Br[CH2:18][CH2:19][CH2:20][CH2:21][C:22](=[O:24])[CH3:23]. (2) The reactants are: [H-].[Na+].[F:3][C:4]([F:27])([F:26])[C:5]1([C:8]2[CH:13]=[CH:12][C:11]([C:14]3[N:18]=[C:17]([C:19]4[CH:20]=[CH:21][C:22](=[O:25])[NH:23][CH:24]=4)[O:16][N:15]=3)=[CH:10][CH:9]=2)[CH2:7][CH2:6]1.[Br:28][C:29]1[CH:30]=[C:31]([CH:34]=[CH:35][CH:36]=1)[CH2:32]Br. Given the product [Br:28][C:29]1[CH:30]=[C:31]([CH:34]=[CH:35][CH:36]=1)[CH2:32][N:23]1[CH:24]=[C:19]([C:17]2[O:16][N:15]=[C:14]([C:11]3[CH:10]=[CH:9][C:8]([C:5]4([C:4]([F:3])([F:26])[F:27])[CH2:6][CH2:7]4)=[CH:13][CH:12]=3)[N:18]=2)[CH:20]=[CH:21][C:22]1=[O:25], predict the reactants needed to synthesize it. (3) Given the product [F:23][C:18]1[CH:19]=[CH:20][CH:21]=[CH:22][C:17]=1[N:10]1[C:11]2[CH:16]=[CH:15][CH:14]=[CH:13][C:12]=2[N:8]([CH2:7][C:6]2[CH:26]=[CH:27][C:3]([CH2:2][N:29]([CH3:30])[CH3:28])=[CH:4][CH:5]=2)[S:9]1(=[O:24])=[O:25], predict the reactants needed to synthesize it. The reactants are: Br[CH2:2][C:3]1[CH:27]=[CH:26][C:6]([CH2:7][N:8]2[C:12]3[CH:13]=[CH:14][CH:15]=[CH:16][C:11]=3[N:10]([C:17]3[CH:22]=[CH:21][CH:20]=[CH:19][C:18]=3[F:23])[S:9]2(=[O:25])=[O:24])=[CH:5][CH:4]=1.[CH3:28][NH:29][CH3:30].